The task is: Binary Classification. Given a drug SMILES string, predict its activity (active/inactive) in a high-throughput screening assay against a specified biological target.. This data is from HIV replication inhibition screening data with 41,000+ compounds from the AIDS Antiviral Screen. (1) The molecule is C=CCC1(C(=O)OC(C)(C)C)C(OC)=C(C(=O)OC(C)(C)C)C2C1C(C(=O)OC(C)(C)C)=C(OC)C2(CC=C)C(=O)OC(C)(C)C. The result is 0 (inactive). (2) The compound is COC(=O)C1=C(OC(C)=O)c2ccccc2CS1. The result is 0 (inactive).